Dataset: Reaction yield outcomes from USPTO patents with 853,638 reactions. Task: Predict the reaction yield, written as a fraction of the theoretical maximum amount of product (1.0 means a 100% yield; for example, 0.34 means a 34% yield). (1) The reactants are [Cl:1][C:2]1[CH:3]=[C:4]([C:9](=O)[CH2:10][C:11](=O)[C:12]([F:15])([F:14])[F:13])[CH:5]=[CH:6][C:7]=1[Cl:8].[NH2:18][C:19]1[C:23]([C:24]2[CH:25]=[N:26][CH:27]=[CH:28][CH:29]=2)=[CH:22][NH:21][N:20]=1. No catalyst specified. The product is [Cl:1][C:2]1[CH:3]=[C:4]([C:9]2[CH:10]=[C:11]([C:12]([F:15])([F:14])[F:13])[N:20]3[N:21]=[CH:22][C:23]([C:24]4[CH:25]=[N:26][CH:27]=[CH:28][CH:29]=4)=[C:19]3[N:18]=2)[CH:5]=[CH:6][C:7]=1[Cl:8]. The yield is 0.670. (2) The reactants are [F:1][C:2]1[C:3]([CH3:13])=[C:4]2[C:9](=[CH:10][CH:11]=1)[NH:8][C:7](=[O:12])[CH2:6][CH2:5]2.[H-].[Na+].Cl[CH2:17][CH2:18][CH2:19]I.[CH2:21]([CH:25]1[CH2:30][CH2:29][NH:28][CH2:27][CH2:26]1)[CH2:22][CH2:23][CH3:24].[Na+].[I-].C([O-])([O-])=O.[K+].[K+]. The catalyst is CN(C=O)C. The product is [CH2:21]([CH:25]1[CH2:30][CH2:29][N:28]([CH2:17][CH2:18][CH2:19][N:8]2[C:9]3[C:4](=[C:3]([CH3:13])[C:2]([F:1])=[CH:11][CH:10]=3)[CH2:5][CH2:6][C:7]2=[O:12])[CH2:27][CH2:26]1)[CH2:22][CH2:23][CH3:24]. The yield is 0.330. (3) The reactants are [OH:1][N:2]=[C:3](Cl)[C:4]1[CH:15]=[CH:14][C:7]2[B:8]([OH:13])[O:9][C:10]([CH3:12])([CH3:11])[C:6]=2[CH:5]=1.[Br:17][C:18]1[CH:23]=[C:22]([C:24]([C:26]([F:29])([F:28])[F:27])=[CH2:25])[CH:21]=[C:20]([Br:30])[C:19]=1[Cl:31].CC(=O)OCC. The catalyst is CN(C=O)C. The product is [Br:17][C:18]1[CH:23]=[C:22]([C:24]2([C:26]([F:29])([F:28])[F:27])[O:1][N:2]=[C:3]([C:4]3[CH:15]=[CH:14][C:7]4[B:8]([OH:13])[O:9][C:10]([CH3:12])([CH3:11])[C:6]=4[CH:5]=3)[CH2:25]2)[CH:21]=[C:20]([Br:30])[C:19]=1[Cl:31]. The yield is 0.220. (4) The reactants are Br[C:2]1[CH:3]=[CH:4][C:5]([N:8]2[CH2:13][CH2:12][O:11][CH2:10][CH2:9]2)=[N:6][CH:7]=1.C(O[B:18]1[O:22][C:21]([CH3:24])([CH3:23])[C:20]([CH3:26])([CH3:25])[O:19]1)(C)C.COC1C=CC(B2OC(C)(C)C(C)(C)O2)=CN=1. No catalyst specified. The product is [CH3:25][C:20]1([CH3:26])[C:21]([CH3:24])([CH3:23])[O:22][B:18]([C:2]2[CH:3]=[CH:4][C:5]([N:8]3[CH2:13][CH2:12][O:11][CH2:10][CH2:9]3)=[N:6][CH:7]=2)[O:19]1. The yield is 0.710. (5) The reactants are C(OC(=O)[NH:7][C:8]1[CH:13]=[CH:12][CH:11]=[C:10]([C:14]2[CH:19]=[CH:18][C:17]([CH2:20][NH:21][S:22]([CH3:25])(=[O:24])=[O:23])=[CH:16][CH:15]=2)[N:9]=1)(C)(C)C. The catalyst is Cl.CO. The product is [NH2:7][C:8]1[N:9]=[C:10]([C:14]2[CH:15]=[CH:16][C:17]([CH2:20][NH:21][S:22]([CH3:25])(=[O:24])=[O:23])=[CH:18][CH:19]=2)[CH:11]=[CH:12][CH:13]=1. The yield is 0.800. (6) The reactants are [CH3:1][O:2][C:3]([NH:5][CH:6]([C:10]([CH3:13])([CH3:12])[CH3:11])[C:7]([OH:9])=O)=[O:4].C1C=CC2N(O)N=NC=2C=1.Cl.Cl.Cl.[CH3:27][O:28][C:29](=[O:77])[NH:30][CH:31]([C:35]([N:37]1[CH:43]([C:44]2[NH:45][C:46]([C:49]3[CH:54]=[CH:53][C:52]([C:55]4[CH:64]=[CH:63][C:62]5[C:57](=[CH:58][CH:59]=[C:60]([C:65]6[NH:66][C:67]([CH:70]7[CH2:74][CH:73]([C:75]#[N:76])[CH2:72][NH:71]7)=[N:68][CH:69]=6)[CH:61]=5)[CH:56]=4)=[CH:51][CH:50]=3)=[CH:47][N:48]=2)[CH2:42][C:39]2([CH2:41][CH2:40]2)[CH2:38]1)=[O:36])[CH:32]([CH3:34])[CH3:33].CN1CCOCC1. The catalyst is CN(C=O)C.CCOC(C)=O. The product is [CH3:1][O:2][C:3](=[O:4])[NH:5][CH:6]([C:7]([N:71]1[CH2:72][CH:73]([C:75]#[N:76])[CH2:74][CH:70]1[C:67]1[NH:66][C:65]([C:60]2[CH:59]=[CH:58][C:57]3[C:62](=[CH:63][CH:64]=[C:55]([C:52]4[CH:51]=[CH:50][C:49]([C:46]5[NH:45][C:44]([CH:43]6[CH2:42][C:39]7([CH2:41][CH2:40]7)[CH2:38][N:37]6[C:35](=[O:36])[CH:31]([NH:30][C:29]([O:28][CH3:27])=[O:77])[CH:32]([CH3:34])[CH3:33])=[N:48][CH:47]=5)=[CH:54][CH:53]=4)[CH:56]=3)[CH:61]=2)=[CH:69][N:68]=1)=[O:9])[C:10]([CH3:13])([CH3:12])[CH3:11]. The yield is 0.480.